This data is from Reaction yield outcomes from USPTO patents with 853,638 reactions. The task is: Predict the reaction yield, written as a fraction of the theoretical maximum amount of product (1.0 means a 100% yield; for example, 0.34 means a 34% yield). (1) The reactants are [CH3:1][S:2]([CH2:5][CH2:6][OH:7])(=[O:4])=[O:3].[F:8][CH:9]([F:18])[C:10](O[C:10](=[O:11])[CH:9]([F:18])[F:8])=[O:11]. The catalyst is ClCCl. The product is [F:8][CH:9]([F:18])[C:10]([O:7][CH2:6][CH2:5][S:2]([CH3:1])(=[O:4])=[O:3])=[O:11]. The yield is 0.900. (2) The reactants are [C:1]([O:5][C:6]([N:8]1[CH2:13][CH2:12][N:11]([C:14]2[CH:19]=[C:18]([O:20][CH2:21][C:22]3[CH:27]=[CH:26][CH:25]=[CH:24][CH:23]=3)[CH:17]=[CH:16][C:15]=2[NH2:28])[CH2:10][CH2:9]1)=[O:7])([CH3:4])([CH3:3])[CH3:2].CCN(C(C)C)C(C)C.[C:38]1([C:48](Cl)=[O:49])[C:47]2[C:42](=[CH:43][CH:44]=[CH:45][CH:46]=2)[CH:41]=[CH:40][CH:39]=1. The catalyst is C(Cl)Cl. The product is [C:1]([O:5][C:6]([N:8]1[CH2:13][CH2:12][N:11]([C:14]2[CH:19]=[C:18]([O:20][CH2:21][C:22]3[CH:23]=[CH:24][CH:25]=[CH:26][CH:27]=3)[CH:17]=[CH:16][C:15]=2[NH:28][C:48]([C:38]2[C:47]3[C:42](=[CH:43][CH:44]=[CH:45][CH:46]=3)[CH:41]=[CH:40][CH:39]=2)=[O:49])[CH2:10][CH2:9]1)=[O:7])([CH3:4])([CH3:2])[CH3:3]. The yield is 0.960. (3) The reactants are [CH3:1][O:2][C:3](=[O:31])[C:4]1[CH:9]=[CH:8][C:7]([CH2:10][N:11]2[CH2:15][C@@H:14]([CH2:16][O:17][CH3:18])[N:13]([CH:19]3[CH2:24][CH2:23][N:22]([CH:25]([CH3:29])[CH2:26][CH2:27][NH2:28])[CH2:21][CH2:20]3)[C:12]2=[O:30])=[CH:6][CH:5]=1.[Cl:32][C:33]1[CH:41]=[C:40]([CH3:42])[C:36]([C:37](O)=[O:38])=[C:35]([CH3:43])[N:34]=1. No catalyst specified. The product is [CH3:1][O:2][C:3](=[O:31])[C:4]1[CH:5]=[CH:6][C:7]([CH2:10][N:11]2[CH2:15][C@@H:14]([CH2:16][O:17][CH3:18])[N:13]([CH:19]3[CH2:24][CH2:23][N:22]([CH:25]([CH3:29])[CH2:26][CH2:27][NH:28][C:37]([C:36]4[C:35]([CH3:43])=[N:34][C:33]([Cl:32])=[CH:41][C:40]=4[CH3:42])=[O:38])[CH2:21][CH2:20]3)[C:12]2=[O:30])=[CH:8][CH:9]=1. The yield is 0.600. (4) The reactants are CC1C(=[O:8])[C@@H](O)CC(C)(C)C=1/C=C/C(/C)=C/C=C/C(/C)=C/C=C/C=C(\C)/C=C/C=C(\C)/C=C/C1C(C)(C)C[C@H](O)C(=O)C=1C.CCN(C(C)C)C(C)C.Cl[C:55]([O:57]C(Cl)C(Cl)(Cl)Cl)=[O:56].[CH2:64]([OH:75])[C@H:65]([C@H:67]([C@@H:69]([C@@H:71]([CH2:73][OH:74])[OH:72])[OH:70])[OH:68])[OH:66]. The catalyst is C(Cl)Cl.CN(C1C=CN=CC=1)C.CN(C=O)C. The product is [C:55](=[O:56])([OH:8])[OH:57].[CH2:73]([OH:74])[C@H:71]([C@H:69]([C@@H:67]([C@@H:65]([CH2:64][OH:75])[OH:66])[OH:68])[OH:70])[OH:72]. The yield is 0.102. (5) The reactants are O[Li].O.C([O:6][C:7](=[O:24])[CH2:8][C:9]([NH:11][C:12]1[CH:13]=[N:14][C:15]([C:18]2[CH:23]=[CH:22][CH:21]=[CH:20][CH:19]=2)=[CH:16][CH:17]=1)=[O:10])C.C1COCC1.O. The catalyst is CO. The product is [C:18]1([C:15]2[N:14]=[CH:13][C:12]([NH:11][C:9](=[O:10])[CH2:8][C:7]([OH:24])=[O:6])=[CH:17][CH:16]=2)[CH:19]=[CH:20][CH:21]=[CH:22][CH:23]=1. The yield is 0.440. (6) The reactants are C([O-])([O-])=O.[K+].[K+].[NH:7]1[CH2:11][CH2:10][CH2:9][CH2:8]1.Br[CH2:13][CH2:14][C:15](Cl)=[O:16].[NH2:18][C:19]1[CH:24]=[C:23]([Cl:25])[CH:22]=[CH:21][C:20]=1[SH:26]. The catalyst is C1COCC1.O. The product is [NH2:18][C:19]1[CH:24]=[C:23]([Cl:25])[CH:22]=[CH:21][C:20]=1[S:26][CH2:13][CH2:14][C:15]([N:7]1[CH2:11][CH2:10][CH2:9][CH2:8]1)=[O:16]. The yield is 0.460. (7) The reactants are [NH2:1][CH2:2][C:3]1[CH:4]=[C:5]([CH:34]=[CH:35][CH:36]=1)[CH2:6][N:7]([CH2:20][C:21]1[CH:26]=[CH:25][C:24]([C:27]2[CH:32]=[CH:31][C:30]([F:33])=[CH:29][CH:28]=2)=[CH:23][CH:22]=1)[S:8]([C:11]1[CH:16]=[C:15]([Cl:17])[CH:14]=[C:13]([Cl:18])[C:12]=1[OH:19])(=[O:10])=[O:9].[CH:37](=O)[CH:38]([CH3:40])[CH3:39].[BH4-].[Na+]. The catalyst is CO. The product is [Cl:18][C:13]1[C:12]([OH:19])=[C:11]([S:8]([N:7]([CH2:20][C:21]2[CH:26]=[CH:25][C:24]([C:27]3[CH:32]=[CH:31][C:30]([F:33])=[CH:29][CH:28]=3)=[CH:23][CH:22]=2)[CH2:6][C:5]2[CH:34]=[CH:35][CH:36]=[C:3]([CH2:2][NH:1][CH2:37][CH:38]([CH3:40])[CH3:39])[CH:4]=2)(=[O:10])=[O:9])[CH:16]=[C:15]([Cl:17])[CH:14]=1. The yield is 0.900. (8) The catalyst is O. The product is [OH:26][P:4]1(=[O:22])[O:9][CH:8]([C:10]2[C:19]3[C:14](=[CH:15][CH:16]=[CH:17][CH:18]=3)[CH:13]=[CH:12][CH:11]=2)[C:7]([CH3:21])([CH3:20])[CH2:6][O:5]1. The yield is 0.576. The reactants are [OH-].[Na+].Cl[P:4]1(=[O:22])[O:9][CH:8]([C:10]2[C:19]3[C:14](=[CH:15][CH:16]=[CH:17][CH:18]=3)[CH:13]=[CH:12][CH:11]=2)[C:7]([CH3:21])([CH3:20])[CH2:6][O:5]1.Cl.CC[O:26]CC. (9) The reactants are [NH2:1][C:2]1[CH:7]=[CH:6][CH:5]=[CH:4][N:3]=1.[CH3:8][C:9]([N+:16]#[C-:17])([CH3:15])[CH2:10][C:11]([CH3:14])([CH3:13])[CH3:12].[Br:18][C:19]1[S:23][C:22]([CH:24]=O)=[CH:21][CH:20]=1.Cl(O)(=O)(=O)=O. The catalyst is C(Cl)Cl. The product is [Br:18][C:19]1[S:23][C:22]([C:24]2[N:1]=[C:2]3[CH:7]=[CH:6][CH:5]=[CH:4][N:3]3[C:17]=2[NH:16][C:9]([CH3:15])([CH3:8])[CH2:10][C:11]([CH3:14])([CH3:13])[CH3:12])=[CH:21][CH:20]=1. The yield is 0.710.